Task: Regression. Given a peptide amino acid sequence and an MHC pseudo amino acid sequence, predict their binding affinity value. This is MHC class I binding data.. Dataset: Peptide-MHC class I binding affinity with 185,985 pairs from IEDB/IMGT (1) The peptide sequence is YEVPAALIL. The MHC is HLA-A31:01 with pseudo-sequence HLA-A31:01. The binding affinity (normalized) is 0.0847. (2) The MHC is Mamu-B8301 with pseudo-sequence Mamu-B8301. The binding affinity (normalized) is 0.375. The peptide sequence is TVSLAGSYR.